From a dataset of Reaction yield outcomes from USPTO patents with 853,638 reactions. Predict the reaction yield, written as a fraction of the theoretical maximum amount of product (1.0 means a 100% yield; for example, 0.34 means a 34% yield). (1) The reactants are [S:1]1[CH:5]=[CH:4][CH:3]=[C:2]1[C:6]1[CH:10]=[C:9]([CH:11](C)[CH2:12][CH:13]=O)[O:8][N:7]=1.[CH2:16]([N:23]1[CH2:28][CH2:27][NH:26][CH2:25][CH2:24]1)[C:17]1[CH:22]=[CH:21][CH:20]=[CH:19][CH:18]=1.[BH-](OC(C)=O)(OC(C)=O)O[C:31](C)=O.[Na+].C(O)(=O)C. The catalyst is C(Cl)Cl. The product is [CH2:16]([N:23]1[CH2:28][CH2:27][N:26]([CH2:31][CH2:13][CH2:12][CH2:11][C:9]2[O:8][N:7]=[C:6]([C:2]3[S:1][CH:5]=[CH:4][CH:3]=3)[CH:10]=2)[CH2:25][CH2:24]1)[C:17]1[CH:18]=[CH:19][CH:20]=[CH:21][CH:22]=1. The yield is 0.810. (2) The reactants are C1([C:4]2[CH:11]=[CH:10][C:7]([CH:8]=[O:9])=[CH:6][CH:5]=2)CC1.BrC1C=CC2[O:17][C:18]([CH3:21])([CH3:20])[O:19]C=2C=1.[Li]CCCC.CCCCCC.CN(C=O)C. No catalyst specified. The product is [CH3:20][C:18]1([CH3:21])[O:19][C:4]2[CH:5]=[CH:6][C:7]([CH:8]=[O:9])=[CH:10][C:11]=2[O:17]1. The yield is 0.830. (3) The catalyst is CC(O)C. The reactants are [CH2:1]([NH2:8])[C:2]1[CH:7]=[CH:6][CH:5]=[CH:4][CH:3]=1.C([O:12][C:13]1[CH:14]=[C:15]2[C:20](=[CH:21][C:22]=1[O:23][CH3:24])[N:19]=[CH:18][N:17]=[C:16]2Cl)(=O)C. The product is [CH2:1]([NH:8][C:16]1[C:15]2[C:20](=[CH:21][C:22]([O:23][CH3:24])=[C:13]([OH:12])[CH:14]=2)[N:19]=[CH:18][N:17]=1)[C:2]1[CH:7]=[CH:6][CH:5]=[CH:4][CH:3]=1. The yield is 0.760. (4) The yield is 0.230. The catalyst is O1CCOCC1.C1C=CC([P]([Pd]([P](C2C=CC=CC=2)(C2C=CC=CC=2)C2C=CC=CC=2)([P](C2C=CC=CC=2)(C2C=CC=CC=2)C2C=CC=CC=2)[P](C2C=CC=CC=2)(C2C=CC=CC=2)C2C=CC=CC=2)(C2C=CC=CC=2)C2C=CC=CC=2)=CC=1. The product is [Cl:1][C:2]1[CH:7]=[CH:6][C:5]([S:8]([N:11]2[C:17]3[CH:18]=[CH:19][CH:20]=[CH:21][C:16]=3[CH2:15][CH2:14][CH2:13][CH2:12]2)(=[O:9])=[O:10])=[CH:4][C:3]=1[C:32]1[CH:37]=[N:36][C:35]([Cl:38])=[CH:34][C:33]=1[CH3:39]. The reactants are [Cl:1][C:2]1[CH:7]=[CH:6][C:5]([S:8]([N:11]2[C:17]3[CH:18]=[CH:19][CH:20]=[CH:21][C:16]=3[CH2:15][CH2:14][CH2:13][CH2:12]2)(=[O:10])=[O:9])=[CH:4][C:3]=1B1OC(C)(C)C(C)(C)O1.Br[C:32]1[C:33]([CH3:39])=[CH:34][C:35]([Cl:38])=[N:36][CH:37]=1.C([O-])([O-])=O.[K+].[K+].